Dataset: Forward reaction prediction with 1.9M reactions from USPTO patents (1976-2016). Task: Predict the product of the given reaction. (1) Given the reactants [CH:1]([S:4][C:5]1[CH:13]=[CH:12][C:11]([S:14](=[O:18])(=[O:17])[NH:15][CH3:16])=[CH:10][C:6]=1[C:7]([OH:9])=O)([CH3:3])[CH3:2].CN(C(ON1N=NC2C=CC=CC1=2)=[N+](C)C)C.[B-](F)(F)(F)F.C(N(C(C)C)C(C)C)C.[F:50][C:51]([F:65])([F:64])[C:52]1[CH:57]=[CH:56][C:55]([N:58]2[CH2:63][CH2:62][NH:61][CH2:60][CH2:59]2)=[CH:54][CH:53]=1, predict the reaction product. The product is: [CH:1]([S:4][C:5]1[CH:13]=[CH:12][C:11]([S:14]([NH:15][CH3:16])(=[O:18])=[O:17])=[CH:10][C:6]=1[C:7]([N:61]1[CH2:60][CH2:59][N:58]([C:55]2[CH:54]=[CH:53][C:52]([C:51]([F:64])([F:65])[F:50])=[CH:57][CH:56]=2)[CH2:63][CH2:62]1)=[O:9])([CH3:2])[CH3:3]. (2) Given the reactants [CH2:1]([O:3][C:4](=[O:19])[C:5](=[O:18])[CH2:6][C:7]([C:10]1[CH:15]=[CH:14][CH:13]=[CH:12][C:11]=1[O:16][CH3:17])([CH3:9])[CH3:8])[CH3:2].[F:20][C:21]([Si](C)(C)C)([F:26])[C:22]([F:25])([F:24])[F:23].[F-].C([N+](CCCC)(CCCC)CCCC)CCC, predict the reaction product. The product is: [CH2:1]([O:3][C:4](=[O:19])[C:5]([OH:18])([C:21]([F:26])([F:20])[C:22]([F:25])([F:24])[F:23])[CH2:6][C:7]([C:10]1[CH:15]=[CH:14][CH:13]=[CH:12][C:11]=1[O:16][CH3:17])([CH3:9])[CH3:8])[CH3:2].